Dataset: NCI-60 drug combinations with 297,098 pairs across 59 cell lines. Task: Regression. Given two drug SMILES strings and cell line genomic features, predict the synergy score measuring deviation from expected non-interaction effect. (1) Drug 1: C1=NC2=C(N=C(N=C2N1C3C(C(C(O3)CO)O)O)F)N. Drug 2: CC1CCC2CC(C(=CC=CC=CC(CC(C(=O)C(C(C(=CC(C(=O)CC(OC(=O)C3CCCCN3C(=O)C(=O)C1(O2)O)C(C)CC4CCC(C(C4)OC)OCCO)C)C)O)OC)C)C)C)OC. Cell line: UACC62. Synergy scores: CSS=2.29, Synergy_ZIP=0.324, Synergy_Bliss=2.29, Synergy_Loewe=-1.89, Synergy_HSA=-0.792. (2) Drug 2: CC1CCC2CC(C(=CC=CC=CC(CC(C(=O)C(C(C(=CC(C(=O)CC(OC(=O)C3CCCCN3C(=O)C(=O)C1(O2)O)C(C)CC4CCC(C(C4)OC)O)C)C)O)OC)C)C)C)OC. Drug 1: C1CN1P(=S)(N2CC2)N3CC3. Synergy scores: CSS=77.6, Synergy_ZIP=3.65, Synergy_Bliss=5.66, Synergy_Loewe=7.29, Synergy_HSA=8.73. Cell line: MOLT-4. (3) Drug 1: CC1CCC2CC(C(=CC=CC=CC(CC(C(=O)C(C(C(=CC(C(=O)CC(OC(=O)C3CCCCN3C(=O)C(=O)C1(O2)O)C(C)CC4CCC(C(C4)OC)O)C)C)O)OC)C)C)C)OC. Drug 2: C(CN)CNCCSP(=O)(O)O. Cell line: IGROV1. Synergy scores: CSS=19.1, Synergy_ZIP=-3.86, Synergy_Bliss=4.00, Synergy_Loewe=-15.3, Synergy_HSA=3.04. (4) Drug 1: CCC1(CC2CC(C3=C(CCN(C2)C1)C4=CC=CC=C4N3)(C5=C(C=C6C(=C5)C78CCN9C7C(C=CC9)(C(C(C8N6C=O)(C(=O)OC)O)OC(=O)C)CC)OC)C(=O)OC)O.OS(=O)(=O)O. Drug 2: COC1=NC(=NC2=C1N=CN2C3C(C(C(O3)CO)O)O)N. Cell line: NCI-H522. Synergy scores: CSS=16.1, Synergy_ZIP=-5.42, Synergy_Bliss=0.502, Synergy_Loewe=-39.4, Synergy_HSA=-2.43. (5) Drug 2: COC1=NC(=NC2=C1N=CN2C3C(C(C(O3)CO)O)O)N. Synergy scores: CSS=5.68, Synergy_ZIP=0.315, Synergy_Bliss=3.47, Synergy_Loewe=-0.118, Synergy_HSA=1.24. Drug 1: CC1=CC2C(CCC3(C2CCC3(C(=O)C)OC(=O)C)C)C4(C1=CC(=O)CC4)C. Cell line: 786-0. (6) Drug 1: CC1=C(C=C(C=C1)NC(=O)C2=CC=C(C=C2)CN3CCN(CC3)C)NC4=NC=CC(=N4)C5=CN=CC=C5. Drug 2: C1=NC2=C(N=C(N=C2N1C3C(C(C(O3)CO)O)F)Cl)N. Cell line: SNB-75. Synergy scores: CSS=-4.43, Synergy_ZIP=2.05, Synergy_Bliss=0.225, Synergy_Loewe=-7.13, Synergy_HSA=-6.36.